This data is from Forward reaction prediction with 1.9M reactions from USPTO patents (1976-2016). The task is: Predict the product of the given reaction. (1) The product is: [O:3]=[CH:4][CH2:5][O:6][C:7]1[CH:8]=[C:9]([C:13]2[S:17][C:16]([C:18]([O:20][CH2:21][CH3:22])=[O:19])=[CH:15][CH:14]=2)[CH:10]=[CH:11][CH:12]=1. Given the reactants C([O:3][CH:4](OCC)[CH2:5][O:6][C:7]1[CH:8]=[C:9]([C:13]2[S:17][C:16]([C:18]([O:20][CH2:21][CH3:22])=[O:19])=[CH:15][CH:14]=2)[CH:10]=[CH:11][CH:12]=1)C.FC(F)(F)C(O)=O, predict the reaction product. (2) Given the reactants [C:1]([S@@:5](/[N:7]=[CH:8]/[CH:9]1[CH2:14][CH2:13][N:12]([C:15]([O:17][C:18]([CH3:21])([CH3:20])[CH3:19])=[O:16])[CH2:11][CH2:10]1)=[O:6])([CH3:4])([CH3:3])[CH3:2].[CH3:22][Mg+].[Br-], predict the reaction product. The product is: [CH3:2][C:1]([CH3:4])([S@@:5]([NH:7][C@@H:8]([CH:9]1[CH2:14][CH2:13][N:12]([C:15]([O:17][C:18]([CH3:21])([CH3:20])[CH3:19])=[O:16])[CH2:11][CH2:10]1)[CH3:22])=[O:6])[CH3:3]. (3) Given the reactants [CH3:1][N:2]([CH3:22])[C:3]([C@@H:5]1[CH2:9][CH2:8][C@@H:7]([CH2:10][CH3:11])[N:6]1C(OCC1C=CC=CC=1)=O)=[O:4].[H][H], predict the reaction product. The product is: [CH2:10]([C@H:7]1[NH:6][C@H:5]([C:3]([N:2]([CH3:22])[CH3:1])=[O:4])[CH2:9][CH2:8]1)[CH3:11].